Dataset: Reaction yield outcomes from USPTO patents with 853,638 reactions. Task: Predict the reaction yield, written as a fraction of the theoretical maximum amount of product (1.0 means a 100% yield; for example, 0.34 means a 34% yield). (1) The reactants are Br[C:2]1[CH:3]=[C:4]([C:14]([NH:16][CH2:17][C:18]2[C:19](=[O:28])[NH:20][C:21]([CH3:27])=[CH:22][C:23]=2[NH:24][CH2:25][CH3:26])=[O:15])[C:5]2[CH:6]=[CH:7][N:8]([CH:11]([CH3:13])[CH3:12])[C:9]=2[CH:10]=1.[CH3:29][N:30]1[CH2:35][CH2:34][N:33]([C:36]2[CH:41]=[CH:40][C:39](B3OC(C)(C)C(C)(C)O3)=[CH:38][N:37]=2)[CH2:32][CH2:31]1.C(=O)(O)[O-].[Na+].COCCOC. The catalyst is C1C=CC(P(C2C=CC=CC=2)[C-]2C=CC=C2)=CC=1.C1C=CC(P(C2C=CC=CC=2)[C-]2C=CC=C2)=CC=1.Cl[Pd]Cl.[Fe+2].C(Cl)Cl.O. The product is [CH2:25]([NH:24][C:23]1[CH:22]=[C:21]([CH3:27])[NH:20][C:19](=[O:28])[C:18]=1[CH2:17][NH:16][C:14]([C:4]1[C:5]2[CH:6]=[CH:7][N:8]([CH:11]([CH3:13])[CH3:12])[C:9]=2[CH:10]=[C:2]([C:39]2[CH:38]=[N:37][C:36]([N:33]3[CH2:32][CH2:31][N:30]([CH3:29])[CH2:35][CH2:34]3)=[CH:41][CH:40]=2)[CH:3]=1)=[O:15])[CH3:26]. The yield is 0.562. (2) The reactants are [CH2:1]1[CH2:6][C@H:5]([C:7]([OH:9])=[O:8])[CH2:4][CH2:3][C@H:2]1[CH2:10][NH2:11].[CH3:12][CH:13]([CH3:31])[C:14]([O:16][CH:17]([O:20][C:21](ON1C(=O)CCC1=O)=[O:22])[CH2:18][CH3:19])=[O:15]. The catalyst is CC(OC)(C)C.CC(C)=O.O. The product is [CH3:31][CH:13]([CH3:12])[C:14]([O:16][CH:17]([O:20][C:21]([NH:11][CH2:10][C@H:2]1[CH2:3][CH2:4][C@H:5]([C:7]([OH:9])=[O:8])[CH2:6][CH2:1]1)=[O:22])[CH2:18][CH3:19])=[O:15]. The yield is 0.990. (3) The reactants are [OH:1][NH:2][C:3](=[NH:12])[O:4][C:5]1[CH:10]=[CH:9][C:8]([Cl:11])=[CH:7][CH:6]=1.CCN(C(C)C)C(C)C.[O:22]1[CH:26]=[CH:25][CH:24]=[C:23]1[C:27](Cl)=O. The catalyst is O1CCOCC1. The product is [Cl:11][C:8]1[CH:9]=[CH:10][C:5]([O:4][C:3]2[N:12]=[C:27]([C:23]3[O:22][CH:26]=[CH:25][CH:24]=3)[O:1][N:2]=2)=[CH:6][CH:7]=1. The yield is 0.500.